Dataset: Forward reaction prediction with 1.9M reactions from USPTO patents (1976-2016). Task: Predict the product of the given reaction. (1) The product is: [CH:12]([C@H:13]1[CH2:22][CH2:21][C:20]2[C:15](=[CH:16][CH:17]=[C:18]([C:23]3[CH:32]=[CH:31][C:26]([C:27]([O:29][CH3:30])=[O:28])=[CH:25][CH:24]=3)[CH:19]=2)[O:14]1)=[O:11]. Given the reactants CS(C)=O.C(Cl)(=O)C(Cl)=O.[OH:11][CH2:12][C@H:13]1[CH2:22][CH2:21][C:20]2[C:15](=[CH:16][CH:17]=[C:18]([C:23]3[CH:32]=[CH:31][C:26]([C:27]([O:29][CH3:30])=[O:28])=[CH:25][CH:24]=3)[CH:19]=2)[O:14]1.C(N(CC)CC)C, predict the reaction product. (2) Given the reactants [H-].[CH2:2]([Al+]CC(C)C)[CH:3](C)C.CO[C:13](=O)[C@@H:14]([CH3:24])[CH2:15][O:16][Si:17]([C:20]([CH3:23])([CH3:22])[CH3:21])([CH3:19])[CH3:18].C(C(C(C([O-])=O)O)O)([O-])=O.[Na+].[K+], predict the reaction product. The product is: [Si:17]([O:16][CH2:15][C@H:14]([CH3:24])/[CH:13]=[CH:2]/[CH3:3])([C:20]([CH3:23])([CH3:22])[CH3:21])([CH3:19])[CH3:18]. (3) Given the reactants [CH3:1][C:2]1([C:10]2[CH:15]=[CH:14][CH:13]=[CH:12][CH:11]=2)[CH2:7][CH2:6][C:5](=[O:8])[CH2:4][C:3]1=[O:9].[H-].[Na+].[F:18][C:19]([F:30])([F:29])[C:20]1[CH:25]=[CH:24][CH:23]=[C:22]([N:26]=[C:27]=[O:28])[CH:21]=1, predict the reaction product. The product is: [F:18][C:19]([F:29])([F:30])[C:20]1[CH:21]=[C:22]([NH:26][C:27]([CH:4]2[C:5](=[O:8])[CH2:6][CH2:7][C:2]([CH3:1])([C:10]3[CH:15]=[CH:14][CH:13]=[CH:12][CH:11]=3)[C:3]2=[O:9])=[O:28])[CH:23]=[CH:24][CH:25]=1. (4) Given the reactants [Br:1][C:2]1[CH:7]=[CH:6][CH:5]=[CH:4][C:3]=1[C:8]1[O:9][C:10]([C:16]([F:19])([F:18])[F:17])=[C:11]([C:13]([OH:15])=O)[N:12]=1.[CH3:20][O:21][CH2:22][CH2:23][N:24]([CH3:32])[C:25]1[N:30]=[CH:29][C:28]([NH2:31])=[CH:27][N:26]=1, predict the reaction product. The product is: [CH3:20][O:21][CH2:22][CH2:23][N:24]([CH3:32])[C:25]1[N:26]=[CH:27][C:28]([NH:31][C:13]([C:11]2[N:12]=[C:8]([C:3]3[CH:4]=[CH:5][CH:6]=[CH:7][C:2]=3[Br:1])[O:9][C:10]=2[C:16]([F:19])([F:18])[F:17])=[O:15])=[CH:29][N:30]=1.